From a dataset of Catalyst prediction with 721,799 reactions and 888 catalyst types from USPTO. Predict which catalyst facilitates the given reaction. (1) Reactant: [CH3:1][O:2][C:3]1[CH:8]=[C:7](F)[CH:6]=[CH:5][C:4]=1[N+:10]([O-:12])=[O:11].[N:13]1([CH:19]2[CH2:24][CH2:23][NH:22][CH2:21][CH2:20]2)[CH2:18][CH2:17][CH2:16][CH2:15][CH2:14]1.C([O-])([O-])=O.[K+].[K+].CS(C)=O. Product: [CH3:1][O:2][C:3]1[CH:8]=[C:7]([N:22]2[CH2:23][CH2:24][CH:19]([N:13]3[CH2:18][CH2:17][CH2:16][CH2:15][CH2:14]3)[CH2:20][CH2:21]2)[CH:6]=[CH:5][C:4]=1[N+:10]([O-:12])=[O:11]. The catalyst class is: 6. (2) Reactant: [C:1]([Si:5]([CH3:8])([CH3:7])Cl)([CH3:4])([CH3:3])[CH3:2].[F:9][C:10]([F:34])([F:33])[S:11]([O:14][C:15]1[CH:20]=[C:19]([CH2:21][OH:22])[CH:18]=[C:17]([O:23][CH2:24][CH3:25])[C:16]=1[C:26]1[CH:31]=[CH:30][C:29]([F:32])=[CH:28][CH:27]=1)(=[O:13])=[O:12].N1C=CN=C1.CN(C=O)C. Product: [F:33][C:10]([F:9])([F:34])[S:11]([O:14][C:15]1[CH:20]=[C:19]([CH2:21][O:22][Si:5]([C:1]([CH3:4])([CH3:3])[CH3:2])([CH3:8])[CH3:7])[CH:18]=[C:17]([O:23][CH2:24][CH3:25])[C:16]=1[C:26]1[CH:31]=[CH:30][C:29]([F:32])=[CH:28][CH:27]=1)(=[O:13])=[O:12]. The catalyst class is: 84. (3) Reactant: [I-].[CH2:2]([N+:6]1[C:10]([CH3:11])=[C:9]([CH3:12])[S:8][C:7]=1[CH3:13])[CH2:3][CH2:4][CH3:5].[C:14]([C:16]1[CH:24]=[CH:23][C:19]([C:20](Cl)=[O:21])=[CH:18][CH:17]=1)#[N:15]. Product: [CH2:2]([N:6]1[C:10]([CH3:11])=[C:9]([CH3:12])[S:8]/[C:7]/1=[CH:13]\[C:20]([C:19]1[CH:23]=[CH:24][C:16]([C:14]#[N:15])=[CH:17][CH:18]=1)=[O:21])[CH2:3][CH2:4][CH3:5]. The catalyst class is: 142.